Dataset: Full USPTO retrosynthesis dataset with 1.9M reactions from patents (1976-2016). Task: Predict the reactants needed to synthesize the given product. Given the product [CH2:1]([C:8]1[CH:9]=[N:10][C:11]2[C:16]([C:17]=1[C:18]1[CH:19]=[C:20]([NH:24][CH2:35][C:34]3[CH:37]=[C:30]([I:29])[CH:31]=[CH:32][C:33]=3[OH:38])[CH:21]=[CH:22][CH:23]=1)=[CH:15][CH:14]=[CH:13][C:12]=2[C:25]([F:28])([F:26])[F:27])[C:2]1[CH:3]=[CH:4][CH:5]=[CH:6][CH:7]=1, predict the reactants needed to synthesize it. The reactants are: [CH2:1]([C:8]1[CH:9]=[N:10][C:11]2[C:16]([C:17]=1[C:18]1[CH:19]=[C:20]([NH2:24])[CH:21]=[CH:22][CH:23]=1)=[CH:15][CH:14]=[CH:13][C:12]=2[C:25]([F:28])([F:27])[F:26])[C:2]1[CH:7]=[CH:6][CH:5]=[CH:4][CH:3]=1.[I:29][C:30]1[CH:31]=[CH:32][C:33]([OH:38])=[C:34]([CH:37]=1)[CH:35]=O.